This data is from Full USPTO retrosynthesis dataset with 1.9M reactions from patents (1976-2016). The task is: Predict the reactants needed to synthesize the given product. Given the product [CH2:46]([NH:47][C:1](=[O:13])/[CH:2]=[CH:3]/[CH:4]=[CH:5]/[CH2:6][CH2:7][C:8]#[C:9][C:10]#[CH:11])[CH:45]([CH3:48])[CH3:44], predict the reactants needed to synthesize it. The reactants are: [C:1]([OH:13])(=O)/[CH:2]=[CH:3]/[CH:4]=[CH:5]/[CH2:6][CH2:7][C:8]#[C:9][C:10]#[CH:11].C(N(CC)CC)C.Cl.C(N=C=NCCCN(C)C)C.O.N1(O)C2C=CC=CC=2N=N1.[CH3:44][CH:45]([CH3:48])[CH2:46][NH2:47].